From a dataset of Reaction yield outcomes from USPTO patents with 853,638 reactions. Predict the reaction yield, written as a fraction of the theoretical maximum amount of product (1.0 means a 100% yield; for example, 0.34 means a 34% yield). (1) The reactants are CN(C(ON1N=NC2C=CC=NC1=2)=[N+](C)C)C.F[P-](F)(F)(F)(F)F.[CH3:25][O:26][C@:27]1([C:36]2[CH:41]=[CH:40][C:39]([C:42]3[CH:47]=[CH:46][CH:45]=[CH:44][C:43]=3[CH:48]=[CH2:49])=[CH:38][CH:37]=2)[CH2:31][NH:30][C@H:29]([C:32]([O:34][CH3:35])=[O:33])[CH2:28]1.[CH3:50][C:51]([CH3:66])([CH3:65])[C@H:52]([NH:56][C:57]([O:59][CH2:60][CH2:61][CH2:62][CH:63]=[CH2:64])=[O:58])[C:53](O)=[O:54].CCN(C(C)C)C(C)C. The catalyst is C(Cl)Cl. The product is [CH3:50][C:51]([CH3:66])([CH3:65])[C@H:52]([NH:56][C:57]([O:59][CH2:60][CH2:61][CH2:62][CH:63]=[CH2:64])=[O:58])[C:53]([N:30]1[CH2:31][C@:27]([O:26][CH3:25])([C:36]2[CH:41]=[CH:40][C:39]([C:42]3[CH:47]=[CH:46][CH:45]=[CH:44][C:43]=3[CH:48]=[CH2:49])=[CH:38][CH:37]=2)[CH2:28][C@H:29]1[C:32]([O:34][CH3:35])=[O:33])=[O:54]. The yield is 0.750. (2) The catalyst is C(Cl)Cl. The yield is 0.820. The product is [CH3:1][N:2]1[CH2:7][CH2:6][CH:5]([C:8]([N:16]2[CH2:17][CH2:18][NH:19][CH2:20][CH2:21]2)([C:10]2[CH:15]=[CH:14][CH:13]=[CH:12][CH:11]=2)[CH3:9])[CH2:4][CH2:3]1. The reactants are [CH3:1][N:2]1[CH2:7][CH2:6][CH:5]([C:8]([N:16]2[CH2:21][CH2:20][N:19](C(OC(C)(C)C)=O)[CH2:18][CH2:17]2)([C:10]2[CH:15]=[CH:14][CH:13]=[CH:12][CH:11]=2)[CH3:9])[CH2:4][CH2:3]1.FC(F)(F)C(O)=O. (3) The reactants are [Cl:1][C:2]1[CH:7]=[CH:6][C:5]([CH:8]2[C:13]3[CH:14]=[C:15]([C:17]4[CH:22]=[CH:21][N:20]=[CH:19][CH:18]=4)[S:16][C:12]=3[CH2:11][CH2:10][CH2:9]2)=[CH:4][CH:3]=1.CC1C=C(C)N=C(C)C=1.S(OOS([O-])(=O)=O)([O-])(=O)=[O:33].[K+].[K+]. The catalyst is C(#N)C.O1CCOCC1.O.O.O.O.O.O.S([O-])([O-])(=O)=O.[Cu+2]. The product is [Cl:1][C:2]1[CH:7]=[CH:6][C:5]([CH:8]2[C:13]3[CH:14]=[C:15]([C:17]4[CH:18]=[CH:19][N:20]=[CH:21][CH:22]=4)[S:16][C:12]=3[C:11](=[O:33])[CH2:10][CH2:9]2)=[CH:4][CH:3]=1. The yield is 0.663. (4) The reactants are [OH:1][CH2:2][CH2:3][CH2:4][CH2:5][CH2:6][C:7]([O:9][CH2:10][CH3:11])=[O:8].C(N(CC)CC)C.[CH3:19][S:20](Cl)(=[O:22])=[O:21]. The catalyst is ClCCl. The product is [CH3:19][S:20]([O:1][CH2:2][CH2:3][CH2:4][CH2:5][CH2:6][C:7]([O:9][CH2:10][CH3:11])=[O:8])(=[O:22])=[O:21]. The yield is 0.850. (5) The reactants are [Cl:1][C:2]1[C:3]([O:12][C:13]2[CH:18]=[C:17]([O:19][CH2:20][CH2:21][O:22][CH3:23])[CH:16]=[CH:15][C:14]=2[CH2:24][CH2:25][C:26](OCC)=[O:27])=[N:4][CH:5]=[C:6]([C:8]([F:11])([F:10])[F:9])[CH:7]=1.[H-].[Al+3].[Li+].[H-].[H-].[H-].O.O.O.O.O.O.O.O.O.O.[O-]S([O-])(=O)=O.[Na+].[Na+]. The catalyst is O1CCCC1. The product is [Cl:1][C:2]1[C:3]([O:12][C:13]2[CH:18]=[C:17]([O:19][CH2:20][CH2:21][O:22][CH3:23])[CH:16]=[CH:15][C:14]=2[CH2:24][CH2:25][CH2:26][OH:27])=[N:4][CH:5]=[C:6]([C:8]([F:10])([F:9])[F:11])[CH:7]=1. The yield is 0.830.